This data is from Reaction yield outcomes from USPTO patents with 853,638 reactions. The task is: Predict the reaction yield, written as a fraction of the theoretical maximum amount of product (1.0 means a 100% yield; for example, 0.34 means a 34% yield). (1) The reactants are C(Cl)(Cl)Cl.[F:5][C:6]([F:11])([F:10])[C:7]([OH:9])=[O:8].C(OC(=O)[NH:18][C:19](=[NH:53])[C:20]1[S:21][C:22]([S:51][CH3:52])=[C:23]([S:25]([C:28]2[CH:29]=[C:30]([C:34]3[C:39]([CH3:40])=[CH:38][CH:37]=[CH:36][C:35]=3[NH:41][C:42](=[O:50])[CH2:43][CH2:44][CH2:45][S:46](=[O:49])(=[O:48])[NH2:47])[CH:31]=[CH:32][CH:33]=2)(=[O:27])=[O:26])[CH:24]=1)(C)(C)C. No catalyst specified. The product is [F:5][C:6]([F:11])([F:10])[C:7]([OH:9])=[O:8].[C:19]([C:20]1[S:21][C:22]([S:51][CH3:52])=[C:23]([S:25]([C:28]2[CH:29]=[C:30]([C:34]3[C:39]([CH3:40])=[CH:38][CH:37]=[CH:36][C:35]=3[NH:41][C:42](=[O:50])[CH2:43][CH2:44][CH2:45][S:46](=[O:49])(=[O:48])[NH2:47])[CH:31]=[CH:32][CH:33]=2)(=[O:26])=[O:27])[CH:24]=1)(=[NH:18])[NH2:53]. The yield is 0.360. (2) The reactants are [CH2:1]([CH:5]1[CH2:9][NH:8][C:7](=[O:10])[CH2:6]1)[CH2:2][CH2:3][CH3:4].C(N(CC)CC)C.[C:18](O[C:18]([O:20][C:21]([CH3:24])([CH3:23])[CH3:22])=[O:19])([O:20][C:21]([CH3:24])([CH3:23])[CH3:22])=[O:19]. The catalyst is C(#N)C.CN(C)C1C=CN=CC=1. The product is [C:21]([O:20][C:18]([N:8]1[CH2:9][CH:5]([CH2:1][CH2:2][CH2:3][CH3:4])[CH2:6][C:7]1=[O:10])=[O:19])([CH3:24])([CH3:23])[CH3:22]. The yield is 0.750. (3) The reactants are C([O:3][CH:4](OCC)[C:5]1[O:13][C:12]2[C:11]([C:14]3[CH:15]=[C:16]([CH:26]=[CH:27][CH:28]=3)[O:17][C:18]3[CH:25]=[CH:24][CH:23]=[CH:22][C:19]=3[C:20]#[N:21])=[CH:10][N:9]=[CH:8][C:7]=2[CH:6]=1)C.Cl.C(=O)(O)[O-].[Na+]. The catalyst is O1CCCC1. The product is [CH:4]([C:5]1[O:13][C:12]2[C:11]([C:14]3[CH:15]=[C:16]([CH:26]=[CH:27][CH:28]=3)[O:17][C:18]3[CH:25]=[CH:24][CH:23]=[CH:22][C:19]=3[C:20]#[N:21])=[CH:10][N:9]=[CH:8][C:7]=2[CH:6]=1)=[O:3]. The yield is 0.810. (4) The catalyst is CS(C)=O.O. The reactants are Cl[C:2]1[CH:9]=[N:8][CH:7]=[C:6]([C:10]2[CH:15]=[CH:14][C:13]([O:16][C:17]3[CH:22]=[CH:21][CH:20]=[CH:19][CH:18]=3)=[CH:12][CH:11]=2)[C:3]=1[C:4]#[N:5].[F-:23].[K+]. The yield is 0.690. The product is [F:23][C:2]1[CH:9]=[N:8][CH:7]=[C:6]([C:10]2[CH:15]=[CH:14][C:13]([O:16][C:17]3[CH:22]=[CH:21][CH:20]=[CH:19][CH:18]=3)=[CH:12][CH:11]=2)[C:3]=1[C:4]#[N:5]. (5) The reactants are [CH3:1][C:2]1([CH3:23])[CH2:11][C:10]2[C:5](=[CH:6][CH:7]=[C:8]([C:12]([F:15])([F:14])[F:13])[CH:9]=2)[NH:4][CH:3]1[C:16]1[CH:17]=[C:18]([NH2:22])[CH:19]=[CH:20][CH:21]=1.[CH3:24][O:25][C:26](=[O:31])[C:27](Br)([CH3:29])[CH3:28].C(=O)([O-])[O-].[K+].[K+]. The catalyst is CN(C)C=O. The product is [CH3:24][O:25][C:26](=[O:31])[C:27]([NH:22][C:18]1[CH:19]=[CH:20][CH:21]=[C:16]([CH:3]2[C:2]([CH3:23])([CH3:1])[CH2:11][C:10]3[C:5](=[CH:6][CH:7]=[C:8]([C:12]([F:15])([F:13])[F:14])[CH:9]=3)[NH:4]2)[CH:17]=1)([CH3:29])[CH3:28]. The yield is 0.200. (6) The reactants are [Cl:1][CH2:2][C:3](Cl)=[O:4].[O:6]1[CH:10]=[CH:9][C:8]([NH2:11])=[N:7]1. The catalyst is C(Cl)Cl. The product is [Cl:1][CH2:2][C:3]([NH:11][C:8]1[CH:9]=[CH:10][O:6][N:7]=1)=[O:4]. The yield is 0.860.